This data is from Full USPTO retrosynthesis dataset with 1.9M reactions from patents (1976-2016). The task is: Predict the reactants needed to synthesize the given product. (1) Given the product [C:15]1([C:21]2[CH:28]=[CH:27][C:24]([CH2:25][NH:14][CH2:13][CH2:12][CH2:11][N:8]3[CH2:7][CH2:6][N:5]([CH2:4][CH2:3][CH2:2][NH:1][CH2:25][C:24]4[CH:27]=[CH:28][C:21]([C:15]5[CH:16]=[CH:17][CH:18]=[CH:19][CH:20]=5)=[CH:22][CH:23]=4)[CH2:10][CH2:9]3)=[CH:23][CH:22]=2)[CH:20]=[CH:19][CH:18]=[CH:17][CH:16]=1, predict the reactants needed to synthesize it. The reactants are: [NH2:1][CH2:2][CH2:3][CH2:4][N:5]1[CH2:10][CH2:9][N:8]([CH2:11][CH2:12][CH2:13][NH2:14])[CH2:7][CH2:6]1.[C:15]1([C:21]2[CH:28]=[CH:27][C:24]([CH:25]=O)=[CH:23][CH:22]=2)[CH:20]=[CH:19][CH:18]=[CH:17][CH:16]=1.[BH4-].[Na+].O. (2) Given the product [ClH:36].[CH2:28]([O:27][C:24]1[CH:23]=[CH:22][C:21]([NH:20][C:13]2[C:12]3[C:17](=[CH:18][CH:19]=[C:10]([C:7]4[O:6][C:5]([C:3]([OH:4])=[O:2])=[CH:9][CH:8]=4)[CH:11]=3)[N:16]=[CH:15][N:14]=2)=[CH:26][CH:25]=1)[C:29]1[CH:34]=[CH:33][CH:32]=[CH:31][CH:30]=1, predict the reactants needed to synthesize it. The reactants are: C[O:2][C:3]([C:5]1[O:6][C:7]([C:10]2[CH:11]=[C:12]3[C:17](=[CH:18][CH:19]=2)[N:16]=[CH:15][N:14]=[C:13]3[NH:20][C:21]2[CH:26]=[CH:25][C:24]([O:27][CH2:28][C:29]3[CH:34]=[CH:33][CH:32]=[CH:31][CH:30]=3)=[CH:23][CH:22]=2)=[CH:8][CH:9]=1)=[O:4].C(Cl)(Cl)[Cl:36]. (3) Given the product [F:7][C:8]([F:13])([F:12])[C:9]([OH:11])=[O:10].[O:1]1[CH2:5][CH2:4][NH:3][C:2]1=[O:6], predict the reactants needed to synthesize it. The reactants are: [O:1]1[CH2:5][CH2:4][NH:3][C:2]1=[O:6].[F:7][C:8]([F:13])([F:12])[C:9]([OH:11])=[O:10]. (4) The reactants are: [CH3:1][C:2]1[CH:7]=[CH:6][C:5]([C:8]2[N:12]=[C:11]([CH2:13][CH2:14][CH:15]=[O:16])[O:10][N:9]=2)=[CH:4][C:3]=1[N+:17]([O-:19])=[O:18].CCCC[N+](CCCC)(CCCC)CCCC.[F-].[F:38][C:39]([Si](C)(C)C)([F:41])[F:40]. Given the product [F:38][C:39]([F:41])([F:40])[CH:15]([OH:16])[CH2:14][CH2:13][C:11]1[O:10][N:9]=[C:8]([C:5]2[CH:6]=[CH:7][C:2]([CH3:1])=[C:3]([N+:17]([O-:19])=[O:18])[CH:4]=2)[N:12]=1, predict the reactants needed to synthesize it. (5) Given the product [CH:8]([C:5]1[S:6][CH:7]=[C:3]([CH2:2][P:11](=[O:18])([O:15][CH2:16][CH3:17])[O:12][CH2:13][CH3:14])[N:4]=1)([CH3:10])[CH3:9], predict the reactants needed to synthesize it. The reactants are: Cl[CH2:2][C:3]1[N:4]=[C:5]([CH:8]([CH3:10])[CH3:9])[S:6][CH:7]=1.[P:11]([O:18]CC)([O:15][CH2:16][CH3:17])[O:12][CH2:13][CH3:14].C(OCC)(=O)C. (6) Given the product [Cl:12][C:9]1[N:8]=[CH:7][C:6]([CH:5]=[CH:4][C:3]([OH:13])=[O:2])=[CH:11][CH:10]=1, predict the reactants needed to synthesize it. The reactants are: C[O:2][C:3](=[O:13])[CH:4]=[CH:5][C:6]1[CH:7]=[N:8][C:9]([Cl:12])=[CH:10][CH:11]=1.[Li+].[OH-].O.Cl. (7) Given the product [OH:40][C:26]1[C:25](=[O:24])[N:14]([C:15]2[N:16]=[N:17][C:18]([CH3:21])=[CH:19][CH:20]=2)[CH:8]([C:7]2[CH:10]=[CH:11][C:4]([O:3][C:2]([F:13])([F:12])[F:1])=[CH:5][CH:6]=2)[C:27]=1[C:28](=[O:29])[C:30]1[CH:31]=[CH:32][C:33]([S:36]([CH3:39])(=[O:37])=[O:38])=[CH:34][CH:35]=1, predict the reactants needed to synthesize it. The reactants are: [F:1][C:2]([F:13])([F:12])[O:3][C:4]1[CH:11]=[CH:10][C:7]([CH:8]=O)=[CH:6][CH:5]=1.[NH2:14][C:15]1[N:16]=[N:17][C:18]([CH3:21])=[CH:19][CH:20]=1.C([O:24][C:25](=O)[C:26](=[O:40])[CH2:27][C:28]([C:30]1[CH:35]=[CH:34][C:33]([S:36]([CH3:39])(=[O:38])=[O:37])=[CH:32][CH:31]=1)=[O:29])C. (8) Given the product [OH:14][C@@H:15]([C@H:17]1[C:37](=[O:38])[N:19]2[C:20]([C:34]([O:36][CH2:6][O:5][C:4]([N:3]([CH2:1][CH3:2])[CH2:9][CH2:10][CH:11]([CH3:13])[CH3:12])=[O:8])=[O:35])=[C:21]([S:24]/[CH:25]=[CH:26]\[C:27]3[S:31][CH:30]=[N:29][C:28]=3[CH2:32][OH:33])[C@H:22]([CH3:23])[C@H:18]12)[CH3:16], predict the reactants needed to synthesize it. The reactants are: [CH2:1]([N:3]([CH2:9][CH2:10][CH:11]([CH3:13])[CH3:12])[C:4](=[O:8])[O:5][CH2:6]Cl)[CH3:2].[OH:14][C@@H:15]([C@H:17]1[C:37](=[O:38])[N:19]2[C:20]([C:34]([O-:36])=[O:35])=[C:21]([S:24]/[CH:25]=[CH:26]\[C:27]3[S:31][CH:30]=[N:29][C:28]=3[CH2:32][OH:33])[C@H:22]([CH3:23])[C@H:18]12)[CH3:16].[Na+]. (9) Given the product [F:1][C:2]([F:4])([F:3])[S:5]([C:6]1[CH:11]=[CH:10][C:9]([OH:12])=[CH:8][CH:7]=1)=[O:21], predict the reactants needed to synthesize it. The reactants are: [F:1][C:2]([S:5][C:6]1[CH:11]=[CH:10][C:9]([OH:12])=[CH:8][CH:7]=1)([F:4])[F:3].ClC1C=CC=C(C(OO)=[O:21])C=1.S([O-])([O-])=O.[Na+].[Na+].